Task: Predict the reaction yield, written as a fraction of the theoretical maximum amount of product (1.0 means a 100% yield; for example, 0.34 means a 34% yield).. Dataset: Reaction yield outcomes from USPTO patents with 853,638 reactions The reactants are [CH:1](=[O:8])[C:2]1[CH:7]=[CH:6][CH:5]=[CH:4][CH:3]=1.[C-]#N.[Na+].[F:12][C:13]1[CH:18]=[CH:17][C:16](/[CH:19]=[CH:20]/[C:21](=[O:23])[CH3:22])=[CH:15][CH:14]=1.O. The catalyst is CN(C=O)C. The product is [F:12][C:13]1[CH:14]=[CH:15][C:16]([CH:19]([CH2:20][C:21](=[O:23])[CH3:22])[C:1]([C:2]2[CH:7]=[CH:6][CH:5]=[CH:4][CH:3]=2)=[O:8])=[CH:17][CH:18]=1. The yield is 0.456.